From a dataset of Catalyst prediction with 721,799 reactions and 888 catalyst types from USPTO. Predict which catalyst facilitates the given reaction. (1) Reactant: C1(P(C2C=CC=CC=2)C2C=CC=CC=2)C=CC=CC=1.[N:20]([C@H:23]([C:25]1[CH:30]=[CH:29][N:28]=[C:27]([Cl:31])[CH:26]=1)[CH3:24])=[N+]=[N-]. Product: [Cl:31][C:27]1[CH:26]=[C:25]([C@@H:23]([NH2:20])[CH3:24])[CH:30]=[CH:29][N:28]=1. The catalyst class is: 30. (2) Reactant: [C:1]1([O:7][C:8]2[CH:13]=[CH:12][C:11]([CH:14]3[O:18]C(=O)[NH:16][CH:15]3[CH2:20][C:21]3[CH:26]=[CH:25][CH:24]=[C:23]([O:27][C:28]([F:33])([F:32])[CH:29]([F:31])[F:30])[CH:22]=3)=[CH:10][CH:9]=2)[CH:6]=[CH:5][CH:4]=[CH:3][CH:2]=1.[OH-].[Na+]. Product: [NH2:16][CH:15]([CH2:20][C:21]1[CH:26]=[CH:25][CH:24]=[C:23]([O:27][C:28]([F:32])([F:33])[CH:29]([F:30])[F:31])[CH:22]=1)[CH:14]([C:11]1[CH:10]=[CH:9][C:8]([O:7][C:1]2[CH:2]=[CH:3][CH:4]=[CH:5][CH:6]=2)=[CH:13][CH:12]=1)[OH:18]. The catalyst class is: 8. (3) Reactant: [Br:1][C:2]1[CH:3]=[CH:4][C:5]2[N:11]3[CH:12]=[N:13][C:14]([C:15]([O:17]CC)=[O:16])=[C:10]3[CH2:9][N:8]=[C:7]([C:20]3[CH:25]=[CH:24][CH:23]=[CH:22][CH:21]=3)[C:6]=2[CH:26]=1.[OH-].[Na+]. Product: [Br:1][C:2]1[CH:3]=[CH:4][C:5]2[N:11]3[CH:12]=[N:13][C:14]([C:15]([OH:17])=[O:16])=[C:10]3[CH2:9][N:8]=[C:7]([C:20]3[CH:25]=[CH:24][CH:23]=[CH:22][CH:21]=3)[C:6]=2[CH:26]=1. The catalyst class is: 14.